This data is from Peptide-MHC class II binding affinity with 134,281 pairs from IEDB. The task is: Regression. Given a peptide amino acid sequence and an MHC pseudo amino acid sequence, predict their binding affinity value. This is MHC class II binding data. (1) The peptide sequence is EKKYFAATQFEPEAA. The MHC is HLA-DPA10201-DPB10501 with pseudo-sequence HLA-DPA10201-DPB10501. The binding affinity (normalized) is 0.648. (2) The peptide sequence is KKCDESVLTRLEAWLTE. The MHC is HLA-DQA10201-DQB10301 with pseudo-sequence HLA-DQA10201-DQB10301. The binding affinity (normalized) is 0.460. (3) The peptide sequence is HGGTWVSATLEQDKC. The MHC is DRB1_1101 with pseudo-sequence DRB1_1101. The binding affinity (normalized) is 0.444. (4) The peptide sequence is EPIAAYHFDLSGKAF. The MHC is DRB1_1602 with pseudo-sequence DRB1_1602. The binding affinity (normalized) is 0.568. (5) The peptide sequence is SQDLELSWNENGLQAY. The MHC is DRB1_0401 with pseudo-sequence DRB1_0401. The binding affinity (normalized) is 0.419.